This data is from Reaction yield outcomes from USPTO patents with 853,638 reactions. The task is: Predict the reaction yield, written as a fraction of the theoretical maximum amount of product (1.0 means a 100% yield; for example, 0.34 means a 34% yield). (1) The reactants are FC(F)(F)S(O[C:7]1[C:12]([C:13]2[NH:14][C:15]3[C:20]([CH:21]=2)=[C:19]([F:22])[CH:18]=[CH:17][CH:16]=3)=[N:11][C:10]([C:23]2[C:24]([N:43]([CH3:48])[S:44]([CH3:47])(=[O:46])=[O:45])=[CH:25][C:26]3[O:30][C:29]([C:31]4[CH:36]=[CH:35][C:34]([F:37])=[CH:33][CH:32]=4)=[C:28]([C:38](=[O:41])[NH:39][CH3:40])[C:27]=3[CH:42]=2)=[CH:9][N:8]=1)(=O)=O.[CH2:51]([Sn](CCCC)(CCCC)C=C)[CH2:52]CC.[Li+].[Cl-]. The catalyst is CN(C=O)C.Cl[Pd](Cl)([P](C1C=CC=CC=1)(C1C=CC=CC=1)C1C=CC=CC=1)[P](C1C=CC=CC=1)(C1C=CC=CC=1)C1C=CC=CC=1. The product is [F:22][C:19]1[CH:18]=[CH:17][CH:16]=[C:15]2[C:20]=1[CH:21]=[C:13]([C:12]1[N:11]=[C:10]([C:23]3[C:24]([N:43]([CH3:48])[S:44]([CH3:47])(=[O:45])=[O:46])=[CH:25][C:26]4[O:30][C:29]([C:31]5[CH:36]=[CH:35][C:34]([F:37])=[CH:33][CH:32]=5)=[C:28]([C:38]([NH:39][CH3:40])=[O:41])[C:27]=4[CH:42]=3)[CH:9]=[N:8][C:7]=1[CH:51]=[CH2:52])[NH:14]2. The yield is 0.600. (2) The reactants are [OH:1][CH2:2][C:3]1[CH:4]=[C:5]2[C:10](=[CH:11][C:12]=1[OH:13])[N:9]=[CH:8][N:7]=[C:6]2[NH:14][CH:15]([CH3:17])[CH3:16].CN(C)C=O. The catalyst is C1(C)C=CC=CC=1.[O-2].[Mn+4].[O-2]. The product is [OH:13][C:12]1[CH:11]=[C:10]2[C:5]([C:6]([NH:14][CH:15]([CH3:17])[CH3:16])=[N:7][CH:8]=[N:9]2)=[CH:4][C:3]=1[CH:2]=[O:1]. The yield is 0.560. (3) The yield is 0.920. No catalyst specified. The product is [C:1]([NH:5][C:6](=[O:7])[OH:8])([CH3:4])([CH3:3])[CH3:2].[CH:19]1([CH2:11][C:12]2([S:15]([NH2:18])(=[O:17])=[O:16])[CH2:14][CH2:13]2)[CH2:21][CH2:20]1. The reactants are [C:1]([NH:5][C:6](=[O:8])[OH:7])([CH3:4])([CH3:3])[CH3:2].CO[CH2:11][C:12]1([S:15]([NH2:18])(=[O:17])=[O:16])[CH2:14][CH2:13]1.[CH:19]1(CBr)[CH2:21][CH2:20]1. (4) The reactants are [C:1]([O:5][C:6]([N:8]1[CH2:13][CH2:12][N:11]([C:14]2[CH:19]=[CH:18][CH:17]=[CH:16][C:15]=2[O:20][CH2:21][CH:22]([NH:24]C(OCC2C=CC=CC=2)=O)[CH3:23])[CH2:10][CH2:9]1)=[O:7])([CH3:4])([CH3:3])[CH3:2]. The catalyst is [Pd].CO. The product is [C:1]([O:5][C:6]([N:8]1[CH2:13][CH2:12][N:11]([C:14]2[CH:19]=[CH:18][CH:17]=[CH:16][C:15]=2[O:20][CH2:21][CH:22]([NH2:24])[CH3:23])[CH2:10][CH2:9]1)=[O:7])([CH3:4])([CH3:3])[CH3:2]. The yield is 1.00. (5) The reactants are C(=O)([O-])[O-].[K+].[K+].[CH3:7][O:8][C:9]1[CH:14]=[CH:13][CH:12]=[CH:11][C:10]=1[OH:15].Br[CH2:17][C:18]#[N:19]. The catalyst is CC(C)=O. The product is [C:18]([CH2:17][O:15][C:10]1[CH:11]=[CH:12][CH:13]=[CH:14][C:9]=1[O:8][CH3:7])#[N:19]. The yield is 0.800. (6) The reactants are [Cl:1][C:2]1[CH:33]=[CH:32][CH:31]=[CH:30][C:3]=1[CH2:4][N:5]([CH3:29])[C:6]([C:8]1[N:9]=[N:10][N:11]([CH2:14][C:15]2[CH:20]=[C:19]([C:21]([F:24])([F:23])[F:22])[CH:18]=[C:17]([C:25]([F:28])([F:27])[F:26])[CH:16]=2)[C:12]=1Cl)=[O:7].[C:34]1([OH:40])[CH:39]=[CH:38][CH:37]=[CH:36][CH:35]=1.C([O-])([O-])=O.[Cs+].[Cs+]. The catalyst is CN(C=O)C.O. The product is [Cl:1][C:2]1[CH:33]=[CH:32][CH:31]=[CH:30][C:3]=1[CH2:4][N:5]([CH3:29])[C:6]([C:8]1[N:9]=[N:10][N:11]([CH2:14][C:15]2[CH:20]=[C:19]([C:21]([F:24])([F:22])[F:23])[CH:18]=[C:17]([C:25]([F:27])([F:28])[F:26])[CH:16]=2)[C:12]=1[O:40][C:34]1[CH:39]=[CH:38][CH:37]=[CH:36][CH:35]=1)=[O:7]. The yield is 0.600.